Dataset: Reaction yield outcomes from USPTO patents with 853,638 reactions. Task: Predict the reaction yield, written as a fraction of the theoretical maximum amount of product (1.0 means a 100% yield; for example, 0.34 means a 34% yield). The catalyst is C1C=CC(/C=C/C(/C=C/C2C=CC=CC=2)=O)=CC=1.C1C=CC(/C=C/C(/C=C/C2C=CC=CC=2)=O)=CC=1.C1C=CC(/C=C/C(/C=C/C2C=CC=CC=2)=O)=CC=1.[Pd].[Pd].C1(C)C(C)=CC=CC=1. The product is [S:5]1[C:4]2[CH2:8][O:9][CH2:17][C:3]=2[CH:2]=[C:6]1[CH:12]=[O:16]. The reactants are Br[C:2]1[CH:3]=[C:4]([CH:8]=[O:9])[S:5][C:6]=1Br.CN1CCC[C:12]1=[O:16].[CH3:17]C(C1C=C(C(C)C)C(C2C=CC=CC=2P(C2CCCCC2)C2CCCCC2)=C(C(C)C)C=1)C. The yield is 0.520.